Dataset: Forward reaction prediction with 1.9M reactions from USPTO patents (1976-2016). Task: Predict the product of the given reaction. (1) Given the reactants [OH:1][C:2]1[CH:7]=[CH:6][C:5]([C:8](=[O:10])[CH3:9])=[CH:4][C:3]=1[O:11][CH3:12].C(=O)([O-])[O-].[K+].[K+].Br[CH2:20][CH2:21][CH2:22][Cl:23], predict the reaction product. The product is: [Cl:23][CH2:22][CH2:21][CH2:20][O:1][C:2]1[CH:7]=[CH:6][C:5]([C:8](=[O:10])[CH3:9])=[CH:4][C:3]=1[O:11][CH3:12]. (2) Given the reactants CS([CH:5]1[CH2:10][CH2:9][C:8](=O)[CH2:7][CH2:6]1)(=O)=O.[N:12]1[CH:17]=[CH:16][CH:15]=[C:14]([CH2:18][NH2:19])[CH:13]=1.CC(O)([C:23]#[N:24])C.C(N(CC)CC)C, predict the reaction product. The product is: [N:12]1[CH:17]=[CH:16][CH:15]=[C:14]([CH2:18][N:19]2[CH:8]3[CH2:9][CH2:10][C:5]2([C:23]#[N:24])[CH2:6][CH2:7]3)[CH:13]=1. (3) Given the reactants [CH2:1]([O:8][C:9]([NH:11][C@H:12]1[CH2:16][CH2:15][N:14]([NH:17]C(OC(C)(C)C)=O)[C:13]1=[O:25])=[O:10])[C:2]1[CH:7]=[CH:6][CH:5]=[CH:4][CH:3]=1, predict the reaction product. The product is: [CH2:1]([O:8][C:9]([NH:11][C@H:12]1[CH2:16][CH2:15][N:14]([NH2:17])[C:13]1=[O:25])=[O:10])[C:2]1[CH:7]=[CH:6][CH:5]=[CH:4][CH:3]=1. (4) Given the reactants COC1C=CC(C[O:8][C:9]2[C:18]3[C:13](=[CH:14][C:15]([N:19]4[CH2:24][CH2:23][O:22][CH2:21][CH2:20]4)=[CH:16][CH:17]=3)[N:12]=[CH:11][N:10]=2)=CC=1, predict the reaction product. The product is: [N:19]1([C:15]2[CH:14]=[C:13]3[C:18]([C:9](=[O:8])[NH:10][CH:11]=[N:12]3)=[CH:17][CH:16]=2)[CH2:24][CH2:23][O:22][CH2:21][CH2:20]1. (5) Given the reactants C1(P(C2C=CC=CC=2)C2C=CC=CC=2)C=CC=CC=1.N1C=CN=C1.[I:25]I.[F:27][C:28]([F:35])([F:34])[C@H:29]([OH:33])[CH2:30][CH2:31]O, predict the reaction product. The product is: [F:27][C:28]([F:35])([F:34])[C@H:29]([OH:33])[CH2:30][CH2:31][I:25]. (6) Given the reactants [C:1]([O:5][C:6]([NH:8][C:9]1[S:10][CH:11]=[C:12](/[C:14](=[N:35]/[O:36][C:37]2([C:40]([O:42][CH:43]([C:50]3[CH:55]=[CH:54][CH:53]=[CH:52][CH:51]=3)[C:44]3[CH:49]=[CH:48][CH:47]=[CH:46][CH:45]=3)=[O:41])[CH2:39][CH2:38]2)/[C:15]([NH:17][C@@H:18]2[C:21](=[O:22])[NH:20][C@@H:19]2[CH2:23][N:24]2[N:28]=[C:27]([CH2:29]OS(C)(=O)=O)[CH:26]=[N:25]2)=[O:16])[N:13]=1)=[O:7])([CH3:4])([CH3:3])[CH3:2].[I-].[Na+].C(=O)([O-])[O-].[Cs+].[Cs+].[Cl-:64].[SH:65][CH:66]1[CH2:73][N:69]2[CH:70]=[N:71][CH:72]=[N+:68]2[CH2:67]1, predict the reaction product. The product is: [Cl-:64].[CH:43]([O:42][C:40]([C:37]1([O:36]/[N:35]=[C:14](/[C:12]2[N:13]=[C:9]([NH:8][C:6]([O:5][C:1]([CH3:4])([CH3:3])[CH3:2])=[O:7])[S:10][CH:11]=2)\[C:15]([NH:17][C@@H:18]2[C:21](=[O:22])[NH:20][C@@H:19]2[CH2:23][N:24]2[N:28]=[C:27]([CH2:29][S:65][CH:66]3[CH2:73][N:69]4[CH:70]=[N:71][CH:72]=[N+:68]4[CH2:67]3)[CH:26]=[N:25]2)=[O:16])[CH2:39][CH2:38]1)=[O:41])([C:50]1[CH:51]=[CH:52][CH:53]=[CH:54][CH:55]=1)[C:44]1[CH:45]=[CH:46][CH:47]=[CH:48][CH:49]=1. (7) Given the reactants [N:1]1[CH:6]=[CH:5][C:4](/[CH:7]=[CH:8]/[C:9]([OH:11])=O)=[CH:3][CH:2]=1.C(Cl)(=O)C([Cl:15])=O, predict the reaction product. The product is: [N:1]1[CH:6]=[CH:5][C:4](/[CH:7]=[CH:8]/[C:9]([Cl:15])=[O:11])=[CH:3][CH:2]=1.